This data is from Forward reaction prediction with 1.9M reactions from USPTO patents (1976-2016). The task is: Predict the product of the given reaction. (1) The product is: [CH2:1]([O:3][C:4]([CH:5]1[CH2:16][CH:18]([S:20]([C:23]2[CH:28]=[CH:27][CH:26]=[CH:25][C:24]=2[C:29]([F:30])([F:32])[F:31])(=[O:21])=[O:22])[CH2:19][N:6]1[C:7]1[CH:12]=[CH:11][C:10]([F:13])=[C:9]([Cl:14])[CH:8]=1)=[O:15])[CH3:2]. Given the reactants [CH2:1]([O:3][C:4](=[O:15])[CH2:5][NH:6][C:7]1[CH:12]=[CH:11][C:10]([F:13])=[C:9]([Cl:14])[CH:8]=1)[CH3:2].[CH2:16]=O.[CH:18]([S:20]([C:23]1[CH:28]=[CH:27][CH:26]=[CH:25][C:24]=1[C:29]([F:32])([F:31])[F:30])(=[O:22])=[O:21])=[CH2:19], predict the reaction product. (2) Given the reactants Cl[CH2:2][C:3]1[N:4]=[CH:5][S:6][CH:7]=1.[Cl:8][C:9]1[CH:14]=[C:13]([NH:15][C:16]2[C:25]3[C:20](=[CH:21][CH:22]=[CH:23][C:24]=3[O:26][CH2:27][C@@H:28]3[CH2:32][CH2:31][CH2:30][N:29]3[C:33](=[O:38])[CH2:34][N:35]([CH3:37])[CH3:36])[N:19]=[CH:18][N:17]=2)[CH:12]=[CH:11][C:10]=1[OH:39], predict the reaction product. The product is: [Cl:8][C:9]1[CH:14]=[C:13]([NH:15][C:16]2[C:25]3[C:20](=[CH:21][CH:22]=[CH:23][C:24]=3[O:26][CH2:27][C@@H:28]3[CH2:32][CH2:31][CH2:30][N:29]3[C:33](=[O:38])[CH2:34][N:35]([CH3:36])[CH3:37])[N:19]=[CH:18][N:17]=2)[CH:12]=[CH:11][C:10]=1[O:39][CH2:2][C:3]1[N:4]=[CH:5][S:6][CH:7]=1. (3) Given the reactants N[C:2]1[CH:7]=[CH:6][C:5]([N:8]([C:13]2[C:32]([CH:33]3[CH2:35][CH2:34]3)=[CH:31][C:16]3[C:17]([C:27]([NH:29][CH3:30])=[O:28])=[C:18]([C:20]4[CH:25]=[CH:24][C:23]([F:26])=[CH:22][CH:21]=4)[O:19][C:15]=3[CH:14]=2)[S:9]([CH3:12])(=[O:11])=[O:10])=[CH:4][C:3]=1[CH2:36][CH2:37][OH:38].N([O-])=O.[Na+].[BrH:43], predict the reaction product. The product is: [Br:43][C:2]1[CH:7]=[CH:6][C:5]([N:8]([C:13]2[C:32]([CH:33]3[CH2:35][CH2:34]3)=[CH:31][C:16]3[C:17]([C:27]([NH:29][CH3:30])=[O:28])=[C:18]([C:20]4[CH:25]=[CH:24][C:23]([F:26])=[CH:22][CH:21]=4)[O:19][C:15]=3[CH:14]=2)[S:9]([CH3:12])(=[O:11])=[O:10])=[CH:4][C:3]=1[CH2:36][CH2:37][OH:38].